Task: Predict the reactants needed to synthesize the given product.. Dataset: Full USPTO retrosynthesis dataset with 1.9M reactions from patents (1976-2016) (1) Given the product [Cl:16][C:17]1[CH:18]=[CH:19][C:20]([C:23]([F:24])([F:25])[F:26])=[CH:21][C:22]=1[O:1][CH:2]([CH2:14][CH3:15])[CH2:3][CH2:4][N:5]([CH3:13])[C:6](=[O:12])[O:7][C:8]([CH3:10])([CH3:11])[CH3:9], predict the reactants needed to synthesize it. The reactants are: [OH:1][CH:2]([CH2:14][CH3:15])[CH2:3][CH2:4][N:5]([CH3:13])[C:6](=[O:12])[O:7][C:8]([CH3:11])([CH3:10])[CH3:9].[Cl:16][C:17]1[CH:22]=[CH:21][C:20]([C:23]([F:26])([F:25])[F:24])=[CH:19][C:18]=1O. (2) Given the product [NH2:1][C:4]1[CH:5]=[CH:6][C:7]2[C:8]3[C:13]([C:14](=[O:18])[NH:15][C:16]=2[CH:17]=1)=[CH:12][CH:11]=[CH:10][CH:9]=3, predict the reactants needed to synthesize it. The reactants are: [N+:1]([C:4]1[CH:5]=[CH:6][C:7]2[C:8]3[C:13]([C:14](=[O:18])[NH:15][C:16]=2[CH:17]=1)=[CH:12][CH:11]=[CH:10][CH:9]=3)([O-])=O. (3) Given the product [C:1]([O:5][C:6]([N:8]1[CH2:13][CH2:12][N:11]2[CH:14]=[C:15]([C:17]([N:24]([O:23][CH3:22])[CH3:25])=[O:19])[N:16]=[C:10]2[CH2:9]1)=[O:7])([CH3:2])([CH3:3])[CH3:4], predict the reactants needed to synthesize it. The reactants are: [C:1]([O:5][C:6]([N:8]1[CH2:13][CH2:12][N:11]2[CH:14]=[C:15]([C:17]([O:19]CC)=O)[N:16]=[C:10]2[CH2:9]1)=[O:7])([CH3:4])([CH3:3])[CH3:2].[CH3:22][O:23][NH:24][CH3:25].C[Al](C)C. (4) The reactants are: [CH3:1][O:2][C:3](=[O:50])[CH:4]([NH:34][C:35](=[O:49])[CH:36]([CH2:44][S:45][C:46](=[O:48])[CH3:47])[CH2:37][C:38]1[CH:43]=[CH:42][CH:41]=[CH:40][CH:39]=1)[CH2:5][C:6]1[CH:11]=[CH:10][C:9]([NH:12][C:13](=[O:33])[CH2:14][N:15](C(OC(C)(C)C)=O)[CH2:16][C:17]([N:19]2[CH2:23][CH2:22][CH2:21][CH:20]2[C:24]#[N:25])=[O:18])=[CH:8][CH:7]=1. Given the product [CH3:1][O:2][C:3](=[O:50])[CH:4]([NH:34][C:35](=[O:49])[CH:36]([CH2:44][S:45][C:46](=[O:48])[CH3:47])[CH2:37][C:38]1[CH:39]=[CH:40][CH:41]=[CH:42][CH:43]=1)[CH2:5][C:6]1[CH:7]=[CH:8][C:9]([NH:12][C:13](=[O:33])[CH2:14][NH:15][CH2:16][C:17]([N:19]2[CH2:23][CH2:22][CH2:21][CH:20]2[C:24]#[N:25])=[O:18])=[CH:10][CH:11]=1, predict the reactants needed to synthesize it. (5) Given the product [C:1]1([C:7]2[N:14]3[C:10]([S:11][CH:12]=[CH:13]3)=[N:9][C:8]=2[C:15]2[CH:16]=[CH:17][C:18]([CH2:19][OH:20])=[CH:23][CH:24]=2)[CH:2]=[CH:3][CH:4]=[CH:5][CH:6]=1, predict the reactants needed to synthesize it. The reactants are: [C:1]1([C:7]2[N:14]3[C:10]([S:11][CH:12]=[CH:13]3)=[N:9][C:8]=2[C:15]2[CH:24]=[CH:23][C:18]([C:19](OC)=[O:20])=[CH:17][CH:16]=2)[CH:6]=[CH:5][CH:4]=[CH:3][CH:2]=1.[H-].[Al+3].[Li+].[H-].[H-].[H-].